Task: Regression. Given a peptide amino acid sequence and an MHC pseudo amino acid sequence, predict their binding affinity value. This is MHC class II binding data.. Dataset: Peptide-MHC class II binding affinity with 134,281 pairs from IEDB (1) The MHC is DRB5_0101 with pseudo-sequence DRB5_0101. The peptide sequence is VPEKYTIGATYAPEE. The binding affinity (normalized) is 0.226. (2) The peptide sequence is EELKSLNSVQAQYA. The MHC is HLA-DQA10301-DQB10302 with pseudo-sequence HLA-DQA10301-DQB10302. The binding affinity (normalized) is 0.383. (3) The peptide sequence is LPQILAECARRRLRT. The MHC is HLA-DQA10501-DQB10303 with pseudo-sequence HLA-DQA10501-DQB10303. The binding affinity (normalized) is 0.349. (4) The peptide sequence is DIDCWCYGVENVRVA. The MHC is DRB1_0301 with pseudo-sequence DRB1_0301. The binding affinity (normalized) is 0.433. (5) The peptide sequence is EWEFVNTPPLVKLWY. The MHC is HLA-DQA10501-DQB10201 with pseudo-sequence HLA-DQA10501-DQB10201. The binding affinity (normalized) is 0.383. (6) The peptide sequence is LRDDQRKVFRELVRN. The MHC is DRB3_0202 with pseudo-sequence DRB3_0202. The binding affinity (normalized) is 0.689.